From a dataset of NCI-60 drug combinations with 297,098 pairs across 59 cell lines. Regression. Given two drug SMILES strings and cell line genomic features, predict the synergy score measuring deviation from expected non-interaction effect. (1) Drug 1: CCC1=C2CN3C(=CC4=C(C3=O)COC(=O)C4(CC)O)C2=NC5=C1C=C(C=C5)O. Drug 2: N.N.Cl[Pt+2]Cl. Cell line: SR. Synergy scores: CSS=81.5, Synergy_ZIP=0.379, Synergy_Bliss=0.0467, Synergy_Loewe=0.502, Synergy_HSA=2.95. (2) Drug 2: C1=NC2=C(N1)C(=S)N=CN2. Drug 1: CC1=C(C(=CC=C1)Cl)NC(=O)C2=CN=C(S2)NC3=CC(=NC(=N3)C)N4CCN(CC4)CCO. Cell line: HCC-2998. Synergy scores: CSS=8.10, Synergy_ZIP=21.5, Synergy_Bliss=23.6, Synergy_Loewe=-7.15, Synergy_HSA=-0.789. (3) Drug 1: CC1C(C(CC(O1)OC2CC(CC3=C2C(=C4C(=C3O)C(=O)C5=C(C4=O)C(=CC=C5)OC)O)(C(=O)C)O)N)O.Cl. Drug 2: C1C(C(OC1N2C=NC3=C(N=C(N=C32)Cl)N)CO)O. Cell line: RPMI-8226. Synergy scores: CSS=4.41, Synergy_ZIP=-11.6, Synergy_Bliss=-6.76, Synergy_Loewe=-40.6, Synergy_HSA=-13.1. (4) Drug 1: C1=CC(=CC=C1CCCC(=O)O)N(CCCl)CCCl. Synergy scores: CSS=13.2, Synergy_ZIP=-8.23, Synergy_Bliss=-3.20, Synergy_Loewe=-8.54, Synergy_HSA=-3.86. Drug 2: CC(C)NC(=O)C1=CC=C(C=C1)CNNC.Cl. Cell line: OVCAR3.